Dataset: Full USPTO retrosynthesis dataset with 1.9M reactions from patents (1976-2016). Task: Predict the reactants needed to synthesize the given product. The reactants are: Cl.[Cl:2][C:3]1[CH:12]=[C:11]2[C:6]([CH:7]=[C:8]([C:19]3[NH:23][C:22](=[O:24])[NH:21][N:20]=3)[N:9]=[C:10]2[NH:13][C@H:14]2[CH2:18][CH2:17][NH:16][CH2:15]2)=[CH:5][CH:4]=1.CC1C=CC=C(C)N=1.[C:33](Cl)(=[O:36])[CH:34]=[CH2:35]. Given the product [C:33]([N:16]1[CH2:17][CH2:18][C@H:14]([NH:13][C:10]2[C:11]3[C:6](=[CH:5][CH:4]=[C:3]([Cl:2])[CH:12]=3)[CH:7]=[C:8]([C:19]3[NH:23][C:22](=[O:24])[NH:21][N:20]=3)[N:9]=2)[CH2:15]1)(=[O:36])[CH:34]=[CH2:35], predict the reactants needed to synthesize it.